From a dataset of Catalyst prediction with 721,799 reactions and 888 catalyst types from USPTO. Predict which catalyst facilitates the given reaction. (1) Reactant: [Cl:1][C:2]1[N:7]=[C:6]([Cl:8])[CH:5]=[CH:4][N:3]=1.[O:9]=[C:10]1[CH2:13][CH:12](C(O)=O)[CH2:11]1.C(#N)C.O.[OH-].[NH4+]. Product: [Cl:1][C:2]1[N:3]=[C:4]([CH:12]2[CH2:13][C:10](=[O:9])[CH2:11]2)[CH:5]=[C:6]([Cl:8])[N:7]=1. The catalyst class is: 716. (2) The catalyst class is: 2. Product: [N:23]1([C:20]([CH:9]2[NH:8][CH:7]=[C:6]([C:4]([O:3][CH2:1][CH3:2])=[O:5])[C:12]3[NH:13][C:14]4[CH:15]=[CH:16][CH:17]=[CH:18][C:19]=4[C:11]=3[CH2:10]2)=[O:21])[CH2:28][CH2:27][CH2:26][CH2:25][CH2:24]1. Reactant: [CH2:1]([O:3][C:4]([C:6]1[C:12]2[NH:13][C:14]3[CH:15]=[CH:16][CH:17]=[CH:18][C:19]=3[C:11]=2[CH2:10][CH:9]([C:20](O)=[O:21])[NH:8][CH:7]=1)=[O:5])[CH3:2].[NH:23]1[CH2:28][CH2:27][CH2:26][CH2:25][CH2:24]1. (3) Reactant: [C:1]([C:3]1[CH:13]=[CH:12][CH:11]=[CH:10][C:4]=1[O:5][CH2:6][C:7]([NH2:9])=[O:8])#[N:2].CC([O-])(C)C.[K+]. Product: [NH2:2][C:1]1[C:3]2[CH:13]=[CH:12][CH:11]=[CH:10][C:4]=2[O:5][C:6]=1[C:7]([NH2:9])=[O:8]. The catalyst class is: 218. (4) Product: [F:15][C:12]1[C:13]2[CH2:14][NH:6][C:7](=[O:32])[C:8]=2[C:9]([C:26]2[CH:27]=[N:28][N:29]([CH3:31])[CH:30]=2)=[N:10][C:11]=1[NH:16][C@H:17]([CH2:22][CH:23]([CH3:25])[CH3:24])[C:18]([NH:20][CH3:21])=[O:19]. The catalyst class is: 67. Reactant: COC1C=C(OC)C=CC=1C[N:6]1[CH2:14][C:13]2[C:12]([F:15])=[C:11]([NH:16][C@H:17]([CH2:22][CH:23]([CH3:25])[CH3:24])[C:18]([NH:20][CH3:21])=[O:19])[N:10]=[C:9]([C:26]3[CH:27]=[N:28][N:29]([CH3:31])[CH:30]=3)[C:8]=2[C:7]1=[O:32].